Dataset: Peptide-MHC class I binding affinity with 185,985 pairs from IEDB/IMGT. Task: Regression. Given a peptide amino acid sequence and an MHC pseudo amino acid sequence, predict their binding affinity value. This is MHC class I binding data. (1) The peptide sequence is IIGEPIIVA. The MHC is HLA-A02:06 with pseudo-sequence HLA-A02:06. The binding affinity (normalized) is 0.334. (2) The peptide sequence is SALMTLDDL. The MHC is HLA-A02:06 with pseudo-sequence HLA-A02:06. The binding affinity (normalized) is 0.574. (3) The binding affinity (normalized) is 0.414. The peptide sequence is TLVPQEHYV. The MHC is HLA-A02:03 with pseudo-sequence HLA-A02:03. (4) The peptide sequence is IYDYLRLLY. The MHC is HLA-B44:02 with pseudo-sequence HLA-B44:02. The binding affinity (normalized) is 0.0847. (5) The peptide sequence is KVFDKSLLY. The MHC is HLA-A03:01 with pseudo-sequence HLA-A03:01. The binding affinity (normalized) is 0.671. (6) The binding affinity (normalized) is 0. The MHC is Mamu-A2601 with pseudo-sequence Mamu-A2601. The peptide sequence is KFNPMKTYI. (7) The peptide sequence is RTDPVIDNI. The MHC is HLA-A02:01 with pseudo-sequence HLA-A02:01. The binding affinity (normalized) is 0.0847.